Task: Predict the product of the given reaction.. Dataset: Forward reaction prediction with 1.9M reactions from USPTO patents (1976-2016) Given the reactants [NH:1]([C:9]([O:11][C:12]([CH3:15])([CH3:14])[CH3:13])=[O:10])[C@H:2]([C:6]([OH:8])=[O:7])[CH2:3][CH2:4][OH:5].[H-].[Na+].[CH2:18](Br)[CH:19]=[CH2:20], predict the reaction product. The product is: [NH:1]([C:9]([O:11][C:12]([CH3:15])([CH3:14])[CH3:13])=[O:10])[C@H:2]([C:6]([OH:8])=[O:7])[CH2:3][CH2:4][O:5][CH2:20][CH:19]=[CH2:18].